Dataset: Peptide-MHC class I binding affinity with 185,985 pairs from IEDB/IMGT. Task: Regression. Given a peptide amino acid sequence and an MHC pseudo amino acid sequence, predict their binding affinity value. This is MHC class I binding data. (1) The peptide sequence is AVINTTCNY. The MHC is HLA-B45:01 with pseudo-sequence HLA-B45:01. The binding affinity (normalized) is 0. (2) The peptide sequence is YMLWNSWLS. The MHC is HLA-B08:01 with pseudo-sequence HLA-B08:01. The binding affinity (normalized) is 0.0847. (3) The peptide sequence is RAMDTYHRW. The MHC is HLA-B58:01 with pseudo-sequence HLA-B58:01. The binding affinity (normalized) is 0.780. (4) The peptide sequence is SRNLYVSL. The MHC is H-2-Kb with pseudo-sequence H-2-Kb. The binding affinity (normalized) is 0.380. (5) The peptide sequence is SVANGVPVH. The MHC is HLA-A33:01 with pseudo-sequence HLA-A33:01. The binding affinity (normalized) is 0. (6) The peptide sequence is YSLLNRKAI. The MHC is HLA-A80:01 with pseudo-sequence HLA-A80:01. The binding affinity (normalized) is 0.0847. (7) The peptide sequence is YIAVVPLVY. The MHC is HLA-B58:01 with pseudo-sequence HLA-B58:01. The binding affinity (normalized) is 0.628. (8) The peptide sequence is TYLYNKYSF. The MHC is HLA-A01:01 with pseudo-sequence HLA-A01:01. The binding affinity (normalized) is 0.0847.